Dataset: Forward reaction prediction with 1.9M reactions from USPTO patents (1976-2016). Task: Predict the product of the given reaction. Given the reactants [CH3:1][C:2](=[CH2:22])[CH2:3][O:4][C:5]1[CH:10]=[CH:9][C:8]([N+:11]([O-:13])=[O:12])=[CH:7][C:6]=1[NH:14]C(=O)OC(C)(C)C.N([O-])=O.[Na+].C([O-])(O)=O.[Na+].[N-:32]=[N+:33]=[N-].[Na+], predict the reaction product. The product is: [N:14]([C:6]1[CH:7]=[C:8]([N+:11]([O-:13])=[O:12])[CH:9]=[CH:10][C:5]=1[O:4][CH2:3][C:2]([CH3:1])=[CH2:22])=[N+:32]=[N-:33].